Regression. Given a peptide amino acid sequence and an MHC pseudo amino acid sequence, predict their binding affinity value. This is MHC class II binding data. From a dataset of Peptide-MHC class II binding affinity with 134,281 pairs from IEDB. (1) The peptide sequence is TKVTFHVVGVGPLLH. The MHC is HLA-DQA10401-DQB10402 with pseudo-sequence HLA-DQA10401-DQB10402. The binding affinity (normalized) is 0.357. (2) The peptide sequence is AFKVAAWAANAAPAN. The MHC is HLA-DPA10201-DPB11401 with pseudo-sequence HLA-DPA10201-DPB11401. The binding affinity (normalized) is 0.829.